This data is from Reaction yield outcomes from USPTO patents with 853,638 reactions. The task is: Predict the reaction yield, written as a fraction of the theoretical maximum amount of product (1.0 means a 100% yield; for example, 0.34 means a 34% yield). (1) The reactants are Cl[C:2]1[C:11]2[C:6](=[CH:7][CH:8]=[CH:9][CH:10]=2)[N:5]=[C:4]([C:12]([C:14]2[CH:19]=[CH:18][C:17]([F:20])=[C:16]([O:21][CH3:22])[CH:15]=2)=[O:13])[N:3]=1.[CH3:23][C:24]1[NH:28][N:27]=[C:26]([NH2:29])[CH:25]=1.[I-].[K+].CCN(C(C)C)C(C)C. The catalyst is CN(C=O)C.O. The product is [F:20][C:17]1[CH:18]=[CH:19][C:14]([C:12]([C:4]2[N:3]=[C:2]([NH:29][C:26]3[CH:25]=[C:24]([CH3:23])[NH:28][N:27]=3)[C:11]3[C:6](=[CH:7][CH:8]=[CH:9][CH:10]=3)[N:5]=2)=[O:13])=[CH:15][C:16]=1[O:21][CH3:22]. The yield is 0.750. (2) The reactants are [CH2:1]([C:9]1[CH:10]=[C:11]2[C:15](=[CH:16][CH:17]=1)[N:14]([C:18]([NH:20][CH2:21][CH2:22][C:23]([O:25]CC)=[O:24])=[O:19])[CH2:13][CH2:12]2)[CH2:2][CH2:3][CH2:4][CH2:5][CH2:6][CH2:7][CH3:8].C(C1C=CC(NC(=O)NCCC(OCC)=O)=CC=1)CCCCCCC. No catalyst specified. The product is [CH2:1]([C:9]1[CH:10]=[C:11]2[C:15](=[CH:16][CH:17]=1)[N:14]([C:18]([NH:20][CH2:21][CH2:22][C:23]([OH:25])=[O:24])=[O:19])[CH2:13][CH2:12]2)[CH2:2][CH2:3][CH2:4][CH2:5][CH2:6][CH2:7][CH3:8]. The yield is 0.840. (3) No catalyst specified. The yield is 0.834. The reactants are [CH:1]1([CH2:4][C@@H:5]2[NH:10][C:9](=[O:11])[C@H:8]([CH2:12][CH:13]([CH3:15])[CH3:14])[NH:7][CH2:6]2)[CH2:3]C1.[F:16][C:17]1[CH:22]=[CH:21][C:20]([C@@H:23]2[CH2:25][C@H:24]2[C:26]([OH:28])=O)=[CH:19][CH:18]=1.[CH2:29]([C@@H]1N(C([C@@H]2C[C@H]2C2C=CC=CC=2)=O)C[C@H](CC(C)C)NC1=O)C(C)C. The product is [F:16][C:17]1[CH:22]=[CH:21][C:20]([C@@H:23]2[CH2:25][C@H:24]2[C:26]([N:7]2[CH2:6][C@H:5]([CH:4]3[CH2:1][CH2:3]3)[N:10]([CH3:29])[C:9](=[O:11])[C@@H:8]2[CH2:12][CH:13]([CH3:14])[CH3:15])=[O:28])=[CH:19][CH:18]=1. (4) The reactants are [Cl:1][C:2]1[CH:7]=[CH:6][C:5]([NH:8][C:9]([C@@H:11]2[CH2:15][CH2:14][C@H:13]([C:16]3[CH:21]=[CH:20][C:19](OC)=[C:18]([O:24][CH3:25])[CH:17]=3)[NH:12]2)=O)=[CH:4][C:3]=1[O:26][CH3:27].C1(C)C=CC=CC=1.C1C[O:38][CH2:37]C1. No catalyst specified. The product is [Cl:1][C:2]1[CH:7]=[CH:6][C:5]([NH:8][CH2:9][C@@H:11]2[CH2:15][CH2:14][C@H:13]([C:16]3[CH2:17][C:18]([O:24][CH3:25])([O:38][CH3:37])[CH:19]=[CH:20][CH:21]=3)[NH:12]2)=[CH:4][C:3]=1[O:26][CH3:27]. The yield is 0.670.